This data is from Reaction yield outcomes from USPTO patents with 853,638 reactions. The task is: Predict the reaction yield, written as a fraction of the theoretical maximum amount of product (1.0 means a 100% yield; for example, 0.34 means a 34% yield). (1) The reactants are Br[C:2]1[CH:7]=[CH:6][C:5]([C:8]2[C:9]3[C:14]([C:15]([C:22]4[CH:27]=[CH:26][CH:25]=[CH:24][CH:23]=4)=[C:16]4[C:21]=2[CH:20]=[CH:19][CH:18]=[CH:17]4)=[CH:13][CH:12]=[CH:11][CH:10]=3)=[CH:4][CH:3]=1.O1CCCC1.C([Li])CCC.[Br:38][C:39]1[CH:40]=[C:41]([CH:45]=[CH:46][CH:47]=1)[C:42](Cl)=[O:43]. The catalyst is CCCCCC. The product is [Br:38][C:39]1[CH:40]=[C:41]([CH:45]=[CH:46][CH:47]=1)[C:42]([C:2]1[CH:3]=[CH:4][C:5]([C:8]2[C:9]3[C:14](=[CH:13][CH:12]=[CH:11][CH:10]=3)[C:15]([C:22]3[CH:27]=[CH:26][CH:25]=[CH:24][CH:23]=3)=[C:16]3[C:21]=2[CH:20]=[CH:19][CH:18]=[CH:17]3)=[CH:6][CH:7]=1)=[O:43]. The yield is 0.280. (2) The reactants are Br[C:2]1[CH:22]=[CH:21][C:5]([O:6][CH2:7][CH:8]2[CH2:13][CH2:12][N:11]([C:14]([O:16][C:17]([CH3:20])([CH3:19])[CH3:18])=[O:15])[CH2:10][CH2:9]2)=[CH:4][CH:3]=1.[OH:23][C:24]1[CH:29]=[CH:28][C:27](B(O)O)=[CH:26][CH:25]=1.O.C([O-])([O-])=O.[Cs+].[Cs+]. The catalyst is O1CCOCC1. The product is [OH:23][C:24]1[CH:29]=[CH:28][C:27]([C:2]2[CH:22]=[CH:21][C:5]([O:6][CH2:7][CH:8]3[CH2:13][CH2:12][N:11]([C:14]([O:16][C:17]([CH3:20])([CH3:19])[CH3:18])=[O:15])[CH2:10][CH2:9]3)=[CH:4][CH:3]=2)=[CH:26][CH:25]=1. The yield is 0.700. (3) The reactants are [Cl:1][C:2]1[N:10](CC=C)[C:9]2[C:8](=[O:14])[N:7]([CH3:15])[C:6](=[O:16])[NH:5][C:4]=2[N:3]=1.C(=O)([O-])[O-].[Cs+].[Cs+].Br[CH2:24][CH2:25][CH2:26][C:27]([F:30])([F:29])[F:28].N1CCOCC1.Cl. The catalyst is C1COCC1.C1C=CC([P]([Pd]([P](C2C=CC=CC=2)(C2C=CC=CC=2)C2C=CC=CC=2)([P](C2C=CC=CC=2)(C2C=CC=CC=2)C2C=CC=CC=2)[P](C2C=CC=CC=2)(C2C=CC=CC=2)C2C=CC=CC=2)(C2C=CC=CC=2)C2C=CC=CC=2)=CC=1. The product is [Cl:1][C:2]1[NH:10][C:9]2[C:8](=[O:14])[N:7]([CH3:15])[C:6](=[O:16])[N:5]([CH2:24][CH2:25][CH2:26][C:27]([F:30])([F:29])[F:28])[C:4]=2[N:3]=1. The yield is 0.100.